Dataset: Experimentally validated miRNA-target interactions with 360,000+ pairs, plus equal number of negative samples. Task: Binary Classification. Given a miRNA mature sequence and a target amino acid sequence, predict their likelihood of interaction. The miRNA is mmu-miR-759 with sequence GCAGAGUGCAAACAAUUUUGAC. The protein sequence of the target gene is MMPGETHSAAPGTAADLSRCQGCASLQQNLNEYVEALITLKQKIINTDNLLTEYQKKCDELQFARRENSNLHHQVEEMLQKISPLQKCQEELGSLKAELEEKKSSLKLYQDTHQEYARVKEECLKSDAQKKKLEAKVKKLQEAAVKQTQDFKQLRNEKKILEKEFKKTQERLDEFSKQKNEKELRHIGTQISSDSYGSIDKRKVKLLLKELWLCVNTTHRLPGEGSRCVPEKPAKAITSSRVPGEDGTLPPTQGSPLRTSNVQTCLTKLSMEIKEDFLCQNVEKQSSSGTNCSSDHVFNE.... Result: 0 (no interaction).